From a dataset of Full USPTO retrosynthesis dataset with 1.9M reactions from patents (1976-2016). Predict the reactants needed to synthesize the given product. Given the product [CH3:1][N:2]1[C:10]2[C:5](=[CH:6][CH:7]=[CH:8][CH:9]=2)[C:4]([CH2:11][N:12]2[C:13]3[CH:18]=[CH:17][CH:16]=[CH:15][C:14]=3[N:19]=[C:20]2[SH:21])=[CH:3]1, predict the reactants needed to synthesize it. The reactants are: [CH3:1][N:2]1[C:10]2[C:5](=[CH:6][CH:7]=[CH:8][CH:9]=2)[C:4]([CH2:11][NH:12][C:13]2[CH:18]=[CH:17][CH:16]=[CH:15][C:14]=2[NH2:19])=[CH:3]1.[C:20](=S)=[S:21].